Predict the product of the given reaction. From a dataset of Forward reaction prediction with 1.9M reactions from USPTO patents (1976-2016). (1) Given the reactants O=C1[N:6]([CH2:7][CH2:8]NS(C)(=O)=O)[C@:5]2([CH2:22][C@@H:21]3[N:16]([CH2:17][CH2:18][C:19]4[C:25]5[CH:26]=[CH:27][CH:28]=[CH:29][C:24]=5[O:23][C:20]=43)[CH2:15][CH2:14]2)CN1.NCC[NH:33][S:34]([CH3:37])(=[O:36])=[O:35].C[Si]([C:42]#[N:43])(C)C.[ClH:44], predict the reaction product. The product is: [ClH:44].[ClH:44].[C:42]([CH:14]1[C@@H:15]2[N:16]([CH2:17][CH2:18][C:19]3[C:25]4[CH:26]=[CH:27][CH:28]=[CH:29][C:24]=4[O:23][C:20]=32)[CH2:21][CH2:22][C@H:5]1[NH:6][CH2:7][CH2:8][CH2:37][S:34]([NH2:33])(=[O:36])=[O:35])#[N:43]. (2) Given the reactants FC(F)(F)C(O)=O.[Cl:8][C:9]1[C:10]([F:38])=[C:11]([CH:15]2[C:19]([C:22]3[CH:27]=[CH:26][C:25]([Cl:28])=[CH:24][C:23]=3[F:29])([C:20]#[N:21])[CH:18]([CH2:30][C:31]([CH3:34])([CH3:33])[CH3:32])[NH:17][CH:16]2[C:35]([OH:37])=O)[CH:12]=[CH:13][CH:14]=1.CC1(C)[O:44][C@@H:43]([CH2:45][CH2:46][NH2:47])[CH2:42][O:41]1.CN(C(ON1N=NC2C=CC=NC1=2)=[N+](C)C)C.F[P-](F)(F)(F)(F)F.CCN(C(C)C)C(C)C.Cl, predict the reaction product. The product is: [OH:44][C@H:43]([CH2:42][OH:41])[CH2:45][CH2:46][NH:47][C:35]([CH:16]1[CH:15]([C:11]2[CH:12]=[CH:13][CH:14]=[C:9]([Cl:8])[C:10]=2[F:38])[C:19]([C:22]2[CH:27]=[CH:26][C:25]([Cl:28])=[CH:24][C:23]=2[F:29])([C:20]#[N:21])[CH:18]([CH2:30][C:31]([CH3:34])([CH3:32])[CH3:33])[NH:17]1)=[O:37]. (3) Given the reactants [C:1]([C:3]1[N:4]=[N:5][N:6]([CH2:8][C:9]([O:11][CH2:12][CH3:13])=[O:10])[CH:7]=1)#[N:2].C(O[CH:17](OCC)[N:18]([CH3:20])[CH3:19])C, predict the reaction product. The product is: [CH3:17][N:18]([CH3:20])[CH:19]=[C:8]([N:6]1[CH:7]=[C:3]([C:1]#[N:2])[N:4]=[N:5]1)[C:9]([O:11][CH2:12][CH3:13])=[O:10].